From a dataset of CYP1A2 inhibition data for predicting drug metabolism from PubChem BioAssay. Regression/Classification. Given a drug SMILES string, predict its absorption, distribution, metabolism, or excretion properties. Task type varies by dataset: regression for continuous measurements (e.g., permeability, clearance, half-life) or binary classification for categorical outcomes (e.g., BBB penetration, CYP inhibition). Dataset: cyp1a2_veith. (1) The molecule is COCCn1c(=O)c(-c2ccccc2)nc2cnc(N3CCOCC3)nc21. The result is 1 (inhibitor). (2) The molecule is CCN1CCC[C@H]1CNC(=O)c1cc(S(N)(=O)=O)ccc1OC. The result is 0 (non-inhibitor).